This data is from Catalyst prediction with 721,799 reactions and 888 catalyst types from USPTO. The task is: Predict which catalyst facilitates the given reaction. (1) Reactant: Cl.[NH2:2][CH2:3][CH2:4][N:5]([CH2:10][CH:11]1[CH2:16][CH2:15][N:14]([C:17]2[CH:22]=[CH:21][C:20](=[O:23])[N:19]([CH3:24])[N:18]=2)[CH2:13][CH2:12]1)[C:6](=[O:9])[CH2:7]Cl.C(N(CC)CC)C. The catalyst class is: 9. Product: [CH3:24][N:19]1[C:20](=[O:23])[CH:21]=[CH:22][C:17]([N:14]2[CH2:15][CH2:16][CH:11]([CH2:10][N:5]3[CH2:4][CH2:3][NH:2][CH2:7][C:6]3=[O:9])[CH2:12][CH2:13]2)=[N:18]1. (2) Reactant: [F:1][C:2]1[CH:7]=[C:6]([N+:8]([O-])=O)[CH:5]=[CH:4][C:3]=1[S:11]([NH:14][C:15]1[C:16]([F:25])=[CH:17][C:18]2[CH2:22][O:21][B:20]([OH:23])[C:19]=2[CH:24]=1)(=[O:13])=[O:12].[H][H]. Product: [NH2:8][C:6]1[CH:5]=[CH:4][C:3]([S:11]([NH:14][C:15]2[C:16]([F:25])=[CH:17][C:18]3[CH2:22][O:21][B:20]([OH:23])[C:19]=3[CH:24]=2)(=[O:12])=[O:13])=[C:2]([F:1])[CH:7]=1. The catalyst class is: 505. (3) Reactant: [CH3:1][O:2][C@H:3]1[CH2:8][CH2:7][C@H:6]2[C@H:9]3[C@H:19]([CH2:20][CH2:21][C@:4]12[CH3:5])[C@:17]1([CH3:18])[CH:12]([CH2:13][C@H:14]([OH:28])[C@@H:15]([N:22]2[CH2:27][CH2:26][NH:25][CH2:24][CH2:23]2)[CH2:16]1)[CH2:11][CH2:10]3.[C:29]1([C:39]([N:41]2[CH2:48][CH2:47][CH2:46][C@H:42]2[C:43]([OH:45])=O)=[O:40])[C:38]2[C:33](=[CH:34][CH:35]=[CH:36][CH:37]=2)[CH:32]=[CH:31][CH:30]=1.C1CN([P+](ON2N=NC3C=CC=CC2=3)(N2CCCC2)N2CCCC2)CC1.F[P-](F)(F)(F)(F)F.C1C=CC2N(O)N=NC=2C=1.CCN(C(C)C)C(C)C. Product: [OH:28][C@@H:14]1[C@@H:15]([N:22]2[CH2:23][CH2:24][N:25]([C:43]([C@@H:42]3[CH2:46][CH2:47][CH2:48][N:41]3[C:39]([C:29]3[CH:30]=[CH:31][C:32]4[C:33](=[CH:34][CH:35]=[CH:36][CH:37]=4)[CH:38]=3)=[O:40])=[O:45])[CH2:26][CH2:27]2)[CH2:16][C@@:17]2([CH3:18])[CH:12]([CH2:11][CH2:10][C@@H:9]3[C@@H:19]2[CH2:20][CH2:21][C@@:4]2([CH3:5])[C@H:6]3[CH2:7][CH2:8][C@@H:3]2[O:2][CH3:1])[CH2:13]1. The catalyst class is: 18.